Dataset: CYP2C9 substrate classification data from Carbon-Mangels et al.. Task: Regression/Classification. Given a drug SMILES string, predict its absorption, distribution, metabolism, or excretion properties. Task type varies by dataset: regression for continuous measurements (e.g., permeability, clearance, half-life) or binary classification for categorical outcomes (e.g., BBB penetration, CYP inhibition). Dataset: cyp2c9_substrate_carbonmangels. The compound is Cc1onc(NS(=O)(=O)c2ccc(N)cc2)c1C. The result is 0 (non-substrate).